This data is from Forward reaction prediction with 1.9M reactions from USPTO patents (1976-2016). The task is: Predict the product of the given reaction. (1) The product is: [C:18]([O:21][CH2:22][CH2:23][C:24]1[CH:25]=[C:26]([F:45])[C:27]([N:31]2[C:32]([NH2:44])=[C:33]([C:34](=[O:35])[C:36]3[CH:41]=[CH:40][C:39]([F:42])=[CH:38][C:37]=3[F:43])[CH:15]=[CH:14][C:13]2=[O:16])=[C:28]([F:30])[CH:29]=1)(=[O:20])[CH3:19]. Given the reactants C1N=CN(C(N2C=NC=C2)=O)C=1.[C:13](O)(=[O:16])[C:14]#[CH:15].[C:18]([O:21][CH2:22][CH2:23][C:24]1[CH:29]=[C:28]([F:30])[C:27]([NH:31][C:32]([NH2:44])=[CH:33][C:34]([C:36]2[CH:41]=[CH:40][C:39]([F:42])=[CH:38][C:37]=2[F:43])=[O:35])=[C:26]([F:45])[CH:25]=1)(=[O:20])[CH3:19], predict the reaction product. (2) Given the reactants Cl.[C:2]([C:4]1([NH:10][C:11]([CH:13]([NH:19][C:20]([N:22]2[CH2:27][CH2:26][O:25][CH2:24][CH2:23]2)=[O:21])[CH2:14][C:15]([CH3:18])([CH3:17])[CH3:16])=[O:12])[CH2:9][CH2:8][NH:7][CH2:6][CH2:5]1)#[N:3].[CH2:28]([N:35]=[C:36]=[O:37])[C:29]1[CH:34]=[CH:33][CH:32]=[CH:31][CH:30]=1.CN1CCOCC1, predict the reaction product. The product is: [CH2:28]([NH:35][C:36]([N:7]1[CH2:6][CH2:5][C:4]([NH:10][C:11]([CH:13]([NH:19][C:20]([N:22]2[CH2:23][CH2:24][O:25][CH2:26][CH2:27]2)=[O:21])[CH2:14][C:15]([CH3:18])([CH3:17])[CH3:16])=[O:12])([C:2]#[N:3])[CH2:9][CH2:8]1)=[O:37])[C:29]1[CH:34]=[CH:33][CH:32]=[CH:31][CH:30]=1. (3) Given the reactants [Cl:1][C:2]1[CH:7]=[CH:6][C:5]([C@H:8]([NH:12][S@](C(C)(C)C)=O)[CH:9]2[CH2:11][CH2:10]2)=[C:4]([F:19])[CH:3]=1.Cl.CCN(CC)CC.[CH3:28][C:29]([O:32][C:33](O[C:33]([O:32][C:29]([CH3:31])([CH3:30])[CH3:28])=[O:34])=[O:34])([CH3:31])[CH3:30], predict the reaction product. The product is: [C:29]([O:32][C:33](=[O:34])[NH:12][C@@H:8]([C:5]1[CH:6]=[CH:7][C:2]([Cl:1])=[CH:3][C:4]=1[F:19])[CH:9]1[CH2:10][CH2:11]1)([CH3:31])([CH3:30])[CH3:28]. (4) Given the reactants [NH2:1][C@@:2]1([CH2:9][C:10]#[CH:11])[CH2:6][CH2:5][N:4]([CH3:7])[C:3]1=[O:8].[CH3:12][C:13]([O:16][C:17](O[C:17]([O:16][C:13]([CH3:15])([CH3:14])[CH3:12])=[O:18])=[O:18])([CH3:15])[CH3:14], predict the reaction product. The product is: [CH3:7][N:4]1[CH2:5][CH2:6][C@@:2]([NH:1][C:17](=[O:18])[O:16][C:13]([CH3:15])([CH3:14])[CH3:12])([CH2:9][C:10]#[CH:11])[C:3]1=[O:8]. (5) Given the reactants C(OC(=O)[NH:7][C@H:8]([C:34](=[O:41])[NH:35][CH2:36][CH2:37][CH2:38][CH2:39][CH3:40])[CH2:9][C:10]1[CH:15]=[CH:14][CH:13]=[C:12]([CH2:16][N:17]2[CH2:21][C:20](=[O:22])[N:19]([CH2:23][C:24]3[CH:29]=[CH:28][C:27]([O:30][CH3:31])=[CH:26][CH:25]=3)[S:18]2(=[O:33])=[O:32])[CH:11]=1)(C)(C)C.C(O)(C(F)(F)F)=O, predict the reaction product. The product is: [NH2:7][C@@H:8]([CH2:9][C:10]1[CH:15]=[CH:14][CH:13]=[C:12]([CH2:16][N:17]2[CH2:21][C:20](=[O:22])[N:19]([CH2:23][C:24]3[CH:29]=[CH:28][C:27]([O:30][CH3:31])=[CH:26][CH:25]=3)[S:18]2(=[O:32])=[O:33])[CH:11]=1)[C:34]([NH:35][CH2:36][CH2:37][CH2:38][CH2:39][CH3:40])=[O:41].